Dataset: Catalyst prediction with 721,799 reactions and 888 catalyst types from USPTO. Task: Predict which catalyst facilitates the given reaction. (1) Reactant: [N:1]1([C:7]2[CH:12]=[C:11]([C:13]([OH:15])=O)[CH:10]=[CH:9][N:8]=2)[CH2:6][CH2:5][O:4][CH2:3][CH2:2]1.CN(C(ON1N=NC2C=CC=NC1=2)=[N+](C)C)C.F[P-](F)(F)(F)(F)F.CN1CCOCC1.[CH3:47][O:48][C:49]1[C:50]2[N:63]=[C:62]([NH2:64])[S:61][C:51]=2[C:52]([CH:55]2[CH2:60][CH2:59][O:58][CH2:57][CH2:56]2)=[N:53][CH:54]=1. Product: [CH3:47][O:48][C:49]1[C:50]2[N:63]=[C:62]([NH:64][C:13](=[O:15])[C:11]3[CH:10]=[CH:9][N:8]=[C:7]([N:1]4[CH2:2][CH2:3][O:4][CH2:5][CH2:6]4)[CH:12]=3)[S:61][C:51]=2[C:52]([CH:55]2[CH2:56][CH2:57][O:58][CH2:59][CH2:60]2)=[N:53][CH:54]=1. The catalyst class is: 1. (2) Reactant: [C:1](/[N:3]=[C:4](\SC)/[NH:5][C:6]1[CH:11]=[C:10]([Cl:12])[C:9]([S:13]([N:16]2[CH2:21][CH2:20][O:19][CH2:18][CH2:17]2)(=[O:15])=[O:14])=[C:8]([Cl:22])[CH:7]=1)#[N:2].[NH2:25][NH2:26]. Product: [Cl:12][C:10]1[CH:11]=[C:6]([NH:5][C:4]2[N:3]=[C:1]([NH2:2])[NH:26][N:25]=2)[CH:7]=[C:8]([Cl:22])[C:9]=1[S:13]([N:16]1[CH2:21][CH2:20][O:19][CH2:18][CH2:17]1)(=[O:15])=[O:14]. The catalyst class is: 8.